Dataset: Full USPTO retrosynthesis dataset with 1.9M reactions from patents (1976-2016). Task: Predict the reactants needed to synthesize the given product. (1) Given the product [Cl:27][C:28]1[CH:29]=[C:30]([CH:31]=[C:32]([F:40])[C:33]=1[CH2:34][N:35]1[CH2:39][CH2:38][CH2:37][CH2:36]1)[O:12][C@H:13]1[CH2:16][C@H:15]([CH2:17][N:18]([CH3:19])[C:20](=[O:21])[O:22][C:23]([CH3:26])([CH3:25])[CH3:24])[CH2:14]1, predict the reactants needed to synthesize it. The reactants are: NC[C@@H]1C[C@H](O)C1.CS([O:12][C@H:13]1[CH2:16][C@@H:15]([CH2:17][N:18]([C:20]([O:22][C:23]([CH3:26])([CH3:25])[CH3:24])=[O:21])[CH3:19])[CH2:14]1)(=O)=O.[Cl:27][C:28]1[CH:29]=[C:30](O)[CH:31]=[C:32]([F:40])[C:33]=1[CH2:34][N:35]1[CH2:39][CH2:38][CH2:37][CH2:36]1.C([O-])([O-])=O.[Cs+].[Cs+]. (2) Given the product [NH2:49][C@@H:50]([CH2:54][C:55]1[CH:60]=[CH:59][C:58]([C:61]2[N:66]=[C:65]([NH2:67])[N:64]=[C:63]([NH:68][C@@H:69]([C:71]3[CH:80]=[CH:79][C:78]4[C:73](=[CH:74][CH:75]=[CH:76][CH:77]=4)[CH:72]=3)[CH3:70])[N:62]=2)=[CH:57][N:56]=1)[C:51]([OH:53])=[O:52], predict the reactants needed to synthesize it. The reactants are: ClC1N=C(NC(C2C=CC3C(=CC=CC=3)C=2)C)N=C(N)N=1.NC(CC1C=CC(B2OC(C)(C)C(C)(C)O2)=CN=1)C(O)=O.C(=O)([O-])[O-].[Na+].[Na+].[NH2:49][CH:50]([CH2:54][C:55]1[CH:60]=[CH:59][C:58]([C:61]2[N:66]=[C:65]([NH2:67])[N:64]=[C:63]([NH:68][CH:69]([C:71]3[CH:80]=[CH:79][C:78]4[C:73](=[CH:74][CH:75]=[CH:76][CH:77]=4)[CH:72]=3)[CH3:70])[N:62]=2)=[CH:57][N:56]=1)[C:51]([OH:53])=[O:52]. (3) The reactants are: I[C:2]1[C:3]([C:17]([F:23])([F:22])[C:18]([F:21])([F:20])[F:19])=[N:4][N:5]([CH2:7][C:8]2[CH:15]=[CH:14][C:11]([NH:12][CH3:13])=[C:10]([CH3:16])[CH:9]=2)[CH:6]=1.I[C:25]([F:31])([F:30])[C:26]([F:29])([F:28])[F:27].CS(C)=O.O. Given the product [F:22][C:17]([F:23])([C:3]1[C:2]([C:25]([F:31])([F:30])[C:26]([F:29])([F:28])[F:27])=[CH:6][N:5]([CH2:7][C:8]2[CH:15]=[CH:14][C:11]([NH:12][CH3:13])=[C:10]([CH3:16])[CH:9]=2)[N:4]=1)[C:18]([F:21])([F:20])[F:19], predict the reactants needed to synthesize it.